Dataset: Full USPTO retrosynthesis dataset with 1.9M reactions from patents (1976-2016). Task: Predict the reactants needed to synthesize the given product. Given the product [C:25]([C:22]1([NH:21][C:19]([C@@H:14]2[CH2:15][CH2:16][CH2:17][CH2:18][C@H:13]2[C:12]2[O:11][C:10]([C:27]3[CH:28]=[CH:29][C:30]([F:33])=[CH:31][CH:32]=3)=[N:9][C:8]=2[C:5]2[CH:4]=[CH:3][C:2]([N:34]3[CH2:39][CH2:38][S:37](=[O:41])(=[O:40])[CH2:36][CH2:35]3)=[CH:7][CH:6]=2)=[O:20])[CH2:24][CH2:23]1)#[N:26], predict the reactants needed to synthesize it. The reactants are: Br[C:2]1[CH:7]=[CH:6][C:5]([C:8]2[N:9]=[C:10]([C:27]3[CH:32]=[CH:31][C:30]([F:33])=[CH:29][CH:28]=3)[O:11][C:12]=2[C@@H:13]2[CH2:18][CH2:17][CH2:16][CH2:15][C@H:14]2[C:19]([NH:21][C:22]2([C:25]#[N:26])[CH2:24][CH2:23]2)=[O:20])=[CH:4][CH:3]=1.[NH:34]1[CH2:39][CH2:38][S:37](=[O:41])(=[O:40])[CH2:36][CH2:35]1.[O-]P([O-])([O-])=O.[K+].[K+].[K+].O.